Predict which catalyst facilitates the given reaction. From a dataset of Catalyst prediction with 721,799 reactions and 888 catalyst types from USPTO. (1) Reactant: [CH:1](=O)[C:2]1[CH:7]=[CH:6][CH:5]=[CH:4][CH:3]=1.[NH2:9][C:10]1[S:11][CH:12]=[CH:13][C:14]=1[C:15]([O:17][CH3:18])=[O:16].C(O[BH-](OC(=O)C)OC(=O)C)(=O)C.[Na+].C(O)(=O)C. Product: [C:2]1([CH2:1][NH:9][C:10]2[S:11][CH:12]=[CH:13][C:14]=2[C:15]([O:17][CH3:18])=[O:16])[CH:7]=[CH:6][CH:5]=[CH:4][CH:3]=1. The catalyst class is: 2. (2) Reactant: [OH:1][C@H:2]1[C@H:22]([O:23][CH3:24])[C@@H:21]([C:25]([O:27][CH3:28])=[O:26])[C@@H:20]2[C@@H:4]([CH2:5][N:6]3[C@H:18]([CH2:19]2)[C:17]2[NH:16][C:15]4[C:10](=[CH:11][CH:12]=[C:13]([O:29][CH3:30])[CH:14]=4)[C:9]=2[CH2:8][CH2:7]3)[CH2:3]1.[C:31]([O:35][C:36]([NH:38][CH2:39][C:40]1[CH:48]=[CH:47][C:43]([C:44](O)=[O:45])=[CH:42][CH:41]=1)=[O:37])([CH3:34])([CH3:33])[CH3:32].C1CCC(N=C=NC2CCCCC2)CC1. Product: [C:31]([O:35][C:36]([NH:38][CH2:39][C:40]1[CH:48]=[CH:47][C:43]([C:44]([O:1][C@H:2]2[C@H:22]([O:23][CH3:24])[C@@H:21]([C:25]([O:27][CH3:28])=[O:26])[C@@H:20]3[C@@H:4]([CH2:5][N:6]4[C@H:18]([CH2:19]3)[C:17]3[NH:16][C:15]5[C:10](=[CH:11][CH:12]=[C:13]([O:29][CH3:30])[CH:14]=5)[C:9]=3[CH2:8][CH2:7]4)[CH2:3]2)=[O:45])=[CH:42][CH:41]=1)=[O:37])([CH3:34])([CH3:32])[CH3:33]. The catalyst class is: 2. (3) Reactant: [CH3:1][C:2]([C:8]1[C:13]([N+:14]([O-])=O)=[CH:12][C:11]([N:17]2[CH2:22][CH2:21][O:20][CH2:19][CH2:18]2)=[CH:10][N:9]=1)([CH3:7])[C:3](OC)=[O:4].C(O)(=O)C. Product: [CH3:1][C:2]1([CH3:7])[C:8]2=[N:9][CH:10]=[C:11]([N:17]3[CH2:22][CH2:21][O:20][CH2:19][CH2:18]3)[CH:12]=[C:13]2[NH:14][C:3]1=[O:4]. The catalyst class is: 292. (4) Reactant: [C:1]([O:4][CH2:5][C:6]([NH:8][C:9]1[CH:10]=[N:11][C:12]([Br:21])=[CH:13][C:14]=1[NH:15][CH:16]([CH2:18][CH2:19][CH3:20])[CH3:17])=O)(=[O:3])[CH3:2]. Product: [C:1]([O:4][CH2:5][C:6]1[N:15]([CH:16]([CH2:18][CH2:19][CH3:20])[CH3:17])[C:14]2[CH:13]=[C:12]([Br:21])[N:11]=[CH:10][C:9]=2[N:8]=1)(=[O:3])[CH3:2]. The catalyst class is: 15. (5) Reactant: C(=O)(O)[O-].[Na+].[F:6][C:7]1[CH:8]=[CH:9][C:10]2[N:11]([CH:13]=[N:14][CH:15]=2)[CH:12]=1.[I:16]I. Product: [F:6][C:7]1[CH:8]=[CH:9][C:10]2[N:11]([CH:13]=[N:14][C:15]=2[I:16])[CH:12]=1. The catalyst class is: 315. (6) Reactant: [Cl:1][C:2]1[CH:3]=[C:4]2[CH:10]=[CH:9][NH:8][C:5]2=[CH:6][N:7]=1.C(=O)([O-])[O-].[Cs+].[Cs+].[CH:17]1(Br)[CH2:20][CH2:19][CH2:18]1.[CH3:22][N:23](C=O)C. Product: [Cl:1][C:2]1[CH:3]=[C:4]2[C:10]([C:22]#[N:23])=[CH:9][N:8]([CH:17]3[CH2:20][CH2:19][CH2:18]3)[C:5]2=[CH:6][N:7]=1. The catalyst class is: 6. (7) Reactant: [Cl:1][C:2]1[S:3][C:4]([Cl:10])=[CH:5][C:6]=1[C:7](Cl)=[O:8].N1C=CC=CC=1.Cl.[CH3:18][NH:19][O:20][CH3:21]. Product: [Cl:1][C:2]1[S:3][C:4]([Cl:10])=[CH:5][C:6]=1[C:7]([N:19]([O:20][CH3:21])[CH3:18])=[O:8]. The catalyst class is: 2.